This data is from Full USPTO retrosynthesis dataset with 1.9M reactions from patents (1976-2016). The task is: Predict the reactants needed to synthesize the given product. (1) Given the product [CH:1]([C:4]1[CH:10]=[CH:9][CH:8]=[C:7]([CH3:11])[C:5]=1[NH:6][C:15]([C:14]1[CH:18]=[C:19]([N+:22]([O-:24])=[O:23])[CH:20]=[CH:21][C:13]=1[Cl:12])=[O:16])([CH3:3])[CH3:2], predict the reactants needed to synthesize it. The reactants are: [CH:1]([C:4]1[CH:10]=[CH:9][CH:8]=[C:7]([CH3:11])[C:5]=1[NH2:6])([CH3:3])[CH3:2].[Cl:12][C:13]1[CH:21]=[CH:20][C:19]([N+:22]([O-:24])=[O:23])=[CH:18][C:14]=1[C:15](Cl)=[O:16]. (2) Given the product [C:45]([O:44][C:42]([N:39]1[CH2:40][CH2:41][C:36]([C:33]2[S:34][CH:35]=[C:31]([C:15]3[C:6]([O:5][CH:1]4[CH2:2][CH2:3][CH2:4]4)=[C:7]4[C:12](=[CH:13][CH:14]=3)[N:11]([C:25]([O:27][CH3:28])=[O:26])[C@@H:10]([CH3:29])[CH2:9][CH2:8]4)[N:32]=2)([F:49])[CH2:37][CH2:38]1)=[O:43])([CH3:48])([CH3:47])[CH3:46], predict the reactants needed to synthesize it. The reactants are: [CH:1]1([O:5][C:6]2[C:15](B3OC(C)(C)C(C)(C)O3)=[CH:14][CH:13]=[C:12]3[C:7]=2[CH2:8][CH2:9][C@H:10]([CH3:29])[N:11]3[C:25]([O:27][CH3:28])=[O:26])[CH2:4][CH2:3][CH2:2]1.Br[C:31]1[N:32]=[C:33]([C:36]2([F:49])[CH2:41][CH2:40][N:39]([C:42]([O:44][C:45]([CH3:48])([CH3:47])[CH3:46])=[O:43])[CH2:38][CH2:37]2)[S:34][CH:35]=1.C(=O)([O-])[O-].[Cs+].[Cs+]. (3) Given the product [NH2:47][C:28]1[C:23]2[N:24]([C:17]([CH:19]3[CH2:22][CH2:21][CH2:20]3)=[N:16][C:15]=2[C:11]2[CH:12]=[CH:13][CH:14]=[C:9]([O:8][CH2:1][C:2]3[CH:7]=[CH:6][CH:5]=[CH:4][CH:3]=3)[C:10]=2[F:30])[CH:25]=[CH:26][N:27]=1, predict the reactants needed to synthesize it. The reactants are: [CH2:1]([O:8][C:9]1[C:10]([F:30])=[C:11]([CH:15]([C:23]2[C:28](Cl)=[N:27][CH:26]=[CH:25][N:24]=2)[NH:16][C:17]([CH:19]2[CH2:22][CH2:21][CH2:20]2)=O)[CH:12]=[CH:13][CH:14]=1)[C:2]1[CH:7]=[CH:6][CH:5]=[CH:4][CH:3]=1.C(OC1C(F)=C(C(N)C2C(Cl)=NC=C[N:47]=2)C=CC=1)C1C=CC=CC=1.C(N(C(C)C)CC)(C)C.C1(C(Cl)=O)CCC1. (4) Given the product [NH2:28][CH2:24][C:25]([NH:1][C:2]1[S:3][CH:4]=[CH:5][C:6]=1[C:7]([C:9]1[CH:18]=[CH:17][C:12]([C:13]([O:15][CH3:16])=[O:14])=[CH:11][CH:10]=1)=[O:8])=[O:26], predict the reactants needed to synthesize it. The reactants are: [NH2:1][C:2]1[S:3][CH:4]=[CH:5][C:6]=1[C:7]([C:9]1[CH:18]=[CH:17][C:12]([C:13]([O:15][CH3:16])=[O:14])=[CH:11][CH:10]=1)=[O:8].[I-].[Na+].C(=O)=O.[CH3:24][C:25](C)=[O:26].[NH3:28].